The task is: Regression. Given two drug SMILES strings and cell line genomic features, predict the synergy score measuring deviation from expected non-interaction effect.. This data is from NCI-60 drug combinations with 297,098 pairs across 59 cell lines. (1) Drug 1: CC1C(C(CC(O1)OC2CC(CC3=C2C(=C4C(=C3O)C(=O)C5=C(C4=O)C(=CC=C5)OC)O)(C(=O)CO)O)N)O.Cl. Drug 2: CC1=CC2C(CCC3(C2CCC3(C(=O)C)OC(=O)C)C)C4(C1=CC(=O)CC4)C. Cell line: SF-295. Synergy scores: CSS=21.5, Synergy_ZIP=13.8, Synergy_Bliss=15.9, Synergy_Loewe=11.6, Synergy_HSA=8.65. (2) Drug 2: CC1CCCC2(C(O2)CC(NC(=O)CC(C(C(=O)C(C1O)C)(C)C)O)C(=CC3=CSC(=N3)C)C)C. Drug 1: CCC1(C2=C(COC1=O)C(=O)N3CC4=CC5=C(C=CC(=C5CN(C)C)O)N=C4C3=C2)O.Cl. Cell line: MCF7. Synergy scores: CSS=28.5, Synergy_ZIP=-4.73, Synergy_Bliss=-7.66, Synergy_Loewe=-5.90, Synergy_HSA=-2.98. (3) Synergy scores: CSS=46.8, Synergy_ZIP=5.31, Synergy_Bliss=7.26, Synergy_Loewe=-1.13, Synergy_HSA=7.12. Drug 2: CC12CCC3C(C1CCC2O)C(CC4=C3C=CC(=C4)O)CCCCCCCCCS(=O)CCCC(C(F)(F)F)(F)F. Cell line: SK-MEL-28. Drug 1: CCC1=CC2CC(C3=C(CN(C2)C1)C4=CC=CC=C4N3)(C5=C(C=C6C(=C5)C78CCN9C7C(C=CC9)(C(C(C8N6C)(C(=O)OC)O)OC(=O)C)CC)OC)C(=O)OC.C(C(C(=O)O)O)(C(=O)O)O.